Task: Regression. Given a peptide amino acid sequence and an MHC pseudo amino acid sequence, predict their binding affinity value. This is MHC class I binding data.. Dataset: Peptide-MHC class I binding affinity with 185,985 pairs from IEDB/IMGT (1) The peptide sequence is YTPLNYSKF. The MHC is HLA-A80:01 with pseudo-sequence HLA-A80:01. The binding affinity (normalized) is 0.0847. (2) The peptide sequence is DVKASMLEK. The MHC is HLA-A31:01 with pseudo-sequence HLA-A31:01. The binding affinity (normalized) is 0. (3) The MHC is HLA-A25:01 with pseudo-sequence HLA-A25:01. The peptide sequence is DTWHGFKNM. The binding affinity (normalized) is 0.0847. (4) The peptide sequence is KFKRKLMYV. The MHC is HLA-B08:01 with pseudo-sequence HLA-B08:01. The binding affinity (normalized) is 0.233.